Dataset: Catalyst prediction with 721,799 reactions and 888 catalyst types from USPTO. Task: Predict which catalyst facilitates the given reaction. (1) Reactant: [CH3:1][C:2]([CH3:32])([CH3:31])[C@@H:3]([NH:20]C(=O)OCC1C=CC=CC=1)[C:4]([N:6]1[CH2:11][CH2:10][CH:9]([N:12]2[CH2:17][CH2:16][N:15]([CH3:18])[CH2:14][C:13]2=[O:19])[CH2:8][CH2:7]1)=[O:5]. Product: [NH2:20][C@H:3]([C:2]([CH3:32])([CH3:31])[CH3:1])[C:4]([N:6]1[CH2:11][CH2:10][CH:9]([N:12]2[CH2:17][CH2:16][N:15]([CH3:18])[CH2:14][C:13]2=[O:19])[CH2:8][CH2:7]1)=[O:5]. The catalyst class is: 178. (2) Reactant: [CH:1]1([NH2:4])[CH2:3][CH2:2]1.[OH:5][C:6]1[CH:11]=[CH:10][CH:9]=[CH:8][C:7]=1[C:12]1([NH:15][C:16]2[C:17](=[O:33])[N:18]([C:22]3[CH:23]=[C:24]([CH:29]=[CH:30][C:31]=3[CH3:32])[C:25](OC)=[O:26])[CH:19]=[CH:20][N:21]=2)[CH2:14][CH2:13]1.C([Mg]Cl)(C)C.Cl. Product: [CH:1]1([NH:4][C:25](=[O:26])[C:24]2[CH:29]=[CH:30][C:31]([CH3:32])=[C:22]([N:18]3[CH:19]=[CH:20][N:21]=[C:16]([NH:15][C:12]4([C:7]5[CH:8]=[CH:9][CH:10]=[CH:11][C:6]=5[OH:5])[CH2:14][CH2:13]4)[C:17]3=[O:33])[CH:23]=2)[CH2:3][CH2:2]1. The catalyst class is: 20. (3) Reactant: [Si]([O:8][C:9]1[CH:10]=[CH:11][C:12]2[O:16][C:15](=[O:17])[N:14]([CH3:18])[C:13]=2[CH:19]=1)(C(C)(C)C)(C)C.[F-].C([N+](CCCC)(CCCC)CCCC)CCC. Product: [OH:8][C:9]1[CH:10]=[CH:11][C:12]2[O:16][C:15](=[O:17])[N:14]([CH3:18])[C:13]=2[CH:19]=1. The catalyst class is: 7. (4) Reactant: [CH3:1][O:2][CH2:3][O:4][C:5]1[CH:10]=[C:9]([O:11][CH2:12][O:13][CH3:14])[CH:8]=[CH:7][C:6]=1[CH3:15].CCCCCC.C1(S(N([F:41])S(C2C=CC=CC=2)(=O)=O)(=O)=O)C=CC=CC=1. Product: [F:41][C:10]1[C:5]([O:4][CH2:3][O:2][CH3:1])=[C:6]([CH3:15])[CH:7]=[CH:8][C:9]=1[O:11][CH2:12][O:13][CH3:14]. The catalyst class is: 1. (5) Reactant: [CH3:1][O:2][C:3]1[CH:12]=[C:11]2[C:6]([CH2:7][CH2:8][CH:9]([C:13]([OH:15])=O)[CH2:10]2)=[CH:5][CH:4]=1.[Cl:16][C:17]1[CH:23]=[CH:22][C:20]([NH2:21])=[CH:19][C:18]=1[C:24]([F:27])([F:26])[F:25].CCN(C(C)C)C(C)C.CN(C(ON1N=NC2C=CC=NC1=2)=[N+](C)C)C.F[P-](F)(F)(F)(F)F.Cl. Product: [Cl:16][C:17]1[CH:23]=[CH:22][C:20]([NH:21][C:13]([CH:9]2[CH2:8][CH2:7][C:6]3[C:11](=[CH:12][C:3]([O:2][CH3:1])=[CH:4][CH:5]=3)[CH2:10]2)=[O:15])=[CH:19][C:18]=1[C:24]([F:25])([F:26])[F:27]. The catalyst class is: 3. (6) Reactant: [CH3:1][O:2][C:3]1[C:11]2[C:10]([CH2:12][CH2:13][C:14]3[CH:19]=[CH:18][CH:17]=[CH:16][CH:15]=3)=[C:9]([C:20]([O:22]C)=[O:21])[S:8][C:7]=2[CH:6]=[CH:5][CH:4]=1.CO.[OH-].[Na+].Cl. Product: [C:20]([C:9]1[S:8][C:7]2[CH:6]=[CH:5][CH:4]=[C:3]([O:2][CH3:1])[C:11]=2[C:10]=1[CH2:12][CH2:13][C:14]1[CH:19]=[CH:18][CH:17]=[CH:16][CH:15]=1)([OH:22])=[O:21]. The catalyst class is: 7. (7) Reactant: [CH3:1][O:2][C:3]1[CH:4]=[C:5]([CH2:23][C:24]([O:26][CH2:27][CH3:28])=[O:25])[CH:6]=[CH:7][C:8]=1[O:9][C:10]1[C:11]([N+:20]([O-:22])=[O:21])=[C:12]2[C:16](=[CH:17][CH:18]=1)[NH:15][C:14]([CH3:19])=[CH:13]2.IC.[C:31](=O)([O-])[O-].[Cs+].[Cs+].C(O)(=O)CC(CC(O)=O)(C(O)=O)O. Product: [CH3:31][N:15]1[C:16]2[C:12](=[C:11]([N+:20]([O-:22])=[O:21])[C:10]([O:9][C:8]3[CH:7]=[CH:6][C:5]([CH2:23][C:24]([O:26][CH2:27][CH3:28])=[O:25])=[CH:4][C:3]=3[O:2][CH3:1])=[CH:18][CH:17]=2)[CH:13]=[C:14]1[CH3:19]. The catalyst class is: 9.